Dataset: Forward reaction prediction with 1.9M reactions from USPTO patents (1976-2016). Task: Predict the product of the given reaction. (1) Given the reactants [NH2:1][C:2]1[CH:3]=[C:4]([CH:8]=[C:9]([NH2:11])[CH:10]=1)[C:5]([OH:7])=[O:6].[C:12](O[C:12]([O:14][C:15]([CH3:18])([CH3:17])[CH3:16])=[O:13])([O:14][C:15]([CH3:18])([CH3:17])[CH3:16])=[O:13].[C:27](=[O:30])(O)[O-:28].[Na+].C(O)(=O)[CH2:33][C:34]([CH2:39]C(O)=O)([C:36](O)=O)O, predict the reaction product. The product is: [C:34]([O:28][C:27]([NH:1][C:2]1[CH:3]=[C:4]([CH:8]=[C:9]([NH:11][C:12]([O:14][C:15]([CH3:18])([CH3:17])[CH3:16])=[O:13])[CH:10]=1)[C:5]([OH:7])=[O:6])=[O:30])([CH3:39])([CH3:36])[CH3:33]. (2) Given the reactants C([O:3][C:4](=[O:24])[CH2:5][CH2:6][C:7]1[CH:12]=[CH:11][C:10]([S:13][CH2:14][CH2:15][C@H:16]([O:18]S(C)(=O)=O)[CH3:17])=[CH:9][C:8]=1[CH3:23])C.[N:25]1[CH:30]=[CH:29][CH:28]=[N:27][C:26]=1[C:31]1[CH:36]=[C:35]([C:37]([F:40])([F:39])[F:38])[CH:34]=[CH:33][C:32]=1O, predict the reaction product. The product is: [CH3:23][C:8]1[CH:9]=[C:10]([S:13][CH2:14][CH2:15][C@@H:16]([O:18][C:32]2[CH:33]=[CH:34][C:35]([C:37]([F:38])([F:39])[F:40])=[CH:36][C:31]=2[C:26]2[N:25]=[CH:30][CH:29]=[CH:28][N:27]=2)[CH3:17])[CH:11]=[CH:12][C:7]=1[CH2:6][CH2:5][C:4]([OH:3])=[O:24]. (3) Given the reactants [NH2:1][C:2]1[C:3]([F:32])=[CH:4][C:5]([Cl:31])=[C:6]([C:8]2[C:9](=[O:30])[N:10]([CH2:28][CH3:29])[C:11]3[C:16]([CH:17]=2)=[CH:15][N:14]=[C:13]([NH:18][CH2:19][CH2:20][CH2:21][N:22]2[CH2:27][CH2:26][O:25][CH2:24][CH2:23]2)[CH:12]=3)[CH:7]=1.[C:33]1([N:39]=[C:40]=[O:41])[CH:38]=[CH:37][CH:36]=[CH:35][CH:34]=1, predict the reaction product. The product is: [Cl:31][C:5]1[C:6]([C:8]2[C:9](=[O:30])[N:10]([CH2:28][CH3:29])[C:11]3[C:16]([CH:17]=2)=[CH:15][N:14]=[C:13]([NH:18][CH2:19][CH2:20][CH2:21][N:22]2[CH2:23][CH2:24][O:25][CH2:26][CH2:27]2)[CH:12]=3)=[CH:7][C:2]([NH:1][C:40]([NH:39][C:33]2[CH:38]=[CH:37][CH:36]=[CH:35][CH:34]=2)=[O:41])=[C:3]([F:32])[CH:4]=1.